Dataset: Peptide-MHC class I binding affinity with 185,985 pairs from IEDB/IMGT. Task: Regression. Given a peptide amino acid sequence and an MHC pseudo amino acid sequence, predict their binding affinity value. This is MHC class I binding data. (1) The peptide sequence is SMNYPNSYK. The MHC is HLA-A02:16 with pseudo-sequence HLA-A02:16. The binding affinity (normalized) is 0.0847. (2) The peptide sequence is CTCGSSDLY. The MHC is Mamu-A02 with pseudo-sequence Mamu-A02. The binding affinity (normalized) is 0.366. (3) The peptide sequence is YPLTFGWCY. The MHC is HLA-C06:02 with pseudo-sequence HLA-C06:02. The binding affinity (normalized) is 0. (4) The peptide sequence is SKFKNFRVYY. The MHC is Mamu-B17 with pseudo-sequence Mamu-B17. The binding affinity (normalized) is 0.227. (5) The peptide sequence is APEEKYLSM. The MHC is HLA-B27:05 with pseudo-sequence HLA-B27:05. The binding affinity (normalized) is 0.0847. (6) The peptide sequence is VWAANELD. The MHC is Mamu-B08 with pseudo-sequence Mamu-B08. The binding affinity (normalized) is 0. (7) The peptide sequence is SVMSTFFWE. The MHC is HLA-B39:01 with pseudo-sequence HLA-B39:01. The binding affinity (normalized) is 0.0847.